From a dataset of Full USPTO retrosynthesis dataset with 1.9M reactions from patents (1976-2016). Predict the reactants needed to synthesize the given product. (1) Given the product [CH2:1]([O:8][C:9]1[CH:10]=[C:11]2[C:16](=[CH:17][CH:18]=1)[N:15]([CH:19]1[CH2:20][CH2:21][NH:22][CH2:23][CH2:24]1)[C:14](=[O:32])[N:13]([CH2:33][C:34]1[CH:39]=[CH:38][C:37]([O:40][CH3:41])=[C:36]([O:42][CH3:43])[CH:35]=1)[C:12]2=[O:44])[C:2]1[CH:7]=[CH:6][CH:5]=[CH:4][CH:3]=1, predict the reactants needed to synthesize it. The reactants are: [CH2:1]([O:8][C:9]1[CH:10]=[C:11]2[C:16](=[CH:17][CH:18]=1)[N:15]([CH:19]1[CH2:24][CH2:23][N:22](C(OC(C)(C)C)=O)[CH2:21][CH2:20]1)[C:14](=[O:32])[N:13]([CH2:33][C:34]1[CH:39]=[CH:38][C:37]([O:40][CH3:41])=[C:36]([O:42][CH3:43])[CH:35]=1)[C:12]2=[O:44])[C:2]1[CH:7]=[CH:6][CH:5]=[CH:4][CH:3]=1.C(O)(C(F)(F)F)=O.C([O-])([O-])=O.[K+].[K+]. (2) Given the product [C:6]([C:3]1([CH2:2][O:1][S:20]([C:17]2[CH:18]=[CH:19][C:14]([CH3:24])=[CH:15][CH:16]=2)(=[O:22])=[O:21])[CH2:5][CH2:4]1)#[N:7], predict the reactants needed to synthesize it. The reactants are: [OH:1][CH2:2][C:3]1([C:6]#[N:7])[CH2:5][CH2:4]1.N1C=CC=CC=1.[C:14]1([CH3:24])[CH:19]=[CH:18][C:17]([S:20](Cl)(=[O:22])=[O:21])=[CH:16][CH:15]=1. (3) Given the product [CH3:1][O:2][C:3](=[O:11])[CH2:4][CH2:5][CH2:6][CH2:7][CH:8]([OH:10])[CH3:9], predict the reactants needed to synthesize it. The reactants are: [CH3:1][O:2][C:3](=[O:11])[CH2:4][CH2:5][CH2:6][CH2:7][C:8](=[O:10])[CH3:9].[BH4-].[Na+].